This data is from Cav3 T-type calcium channel HTS with 100,875 compounds. The task is: Binary Classification. Given a drug SMILES string, predict its activity (active/inactive) in a high-throughput screening assay against a specified biological target. (1) The molecule is Clc1cc(Cn2nc(c(NC(=O)c3noc(c3)c3occc3)c2C)C)ccc1Cl. The result is 1 (active). (2) The drug is O1CCN(CC1)C(=O)CN1C(=O)COCC1=O. The result is 0 (inactive).